Predict the reaction yield, written as a fraction of the theoretical maximum amount of product (1.0 means a 100% yield; for example, 0.34 means a 34% yield). From a dataset of Reaction yield outcomes from USPTO patents with 853,638 reactions. (1) The reactants are [CH:1]([NH2:3])=[O:2].C(OC(=O)[CH2:8][C:9]1[C:10]([Cl:23])=[CH:11][CH:12]=[C:13]2[C:18]=1[N:17]=[C:16]([CH2:19][N:20]([CH3:22])[CH3:21])[CH:15]=[CH:14]2)C.C[O-].[Na+]. The catalyst is CN(C)C=O.O. The product is [Cl:23][C:10]1[C:9]([CH2:8][C:1]([NH2:3])=[O:2])=[C:18]2[C:13]([CH:14]=[CH:15][C:16]([CH2:19][N:20]([CH3:21])[CH3:22])=[N:17]2)=[CH:12][CH:11]=1. The yield is 0.740. (2) The reactants are C([NH:6][C:7]1[CH:12]=[CH:11][C:10]([N+:13]([O-:15])=[O:14])=[CH:9][C:8]=1[C:16]#[C:17][C:18]([CH3:24])([CH3:23])[C:19]([O:21][CH3:22])=[O:20])(=O)CCC. The catalyst is C(#N)C. The product is [CH3:23][C:18]([C:17]1[NH:6][C:7]2[C:8]([CH:16]=1)=[CH:9][C:10]([N+:13]([O-:15])=[O:14])=[CH:11][CH:12]=2)([CH3:24])[C:19]([O:21][CH3:22])=[O:20]. The yield is 0.230. (3) The reactants are [OH:1][CH2:2][CH2:3][CH:4]1[CH2:9][CH2:8][N:7]([C:10]([O:12][C:13]([CH3:16])([CH3:15])[CH3:14])=[O:11])[CH2:6][CH2:5]1.[CH3:17][S:18](Cl)(=[O:20])=[O:19].CCCCCC.CCOC(C)=O. The catalyst is C(Cl)Cl. The product is [CH3:17][S:18]([O:1][CH2:2][CH2:3][CH:4]1[CH2:5][CH2:6][N:7]([C:10]([O:12][C:13]([CH3:16])([CH3:15])[CH3:14])=[O:11])[CH2:8][CH2:9]1)(=[O:20])=[O:19]. The yield is 0.910. (4) The reactants are [CH:1]([C:3]1[CH:8]=[CH:7][C:6]([C:9]2[C:10]([C:15]#[N:16])=[CH:11][CH:12]=[CH:13][CH:14]=2)=[CH:5][C:4]=1[C:17]([F:20])([F:19])[F:18])=[O:2].[BH4-].[Na+]. The catalyst is CO. The product is [OH:2][CH2:1][C:3]1[CH:8]=[CH:7][C:6]([C:9]2[C:10]([C:15]#[N:16])=[CH:11][CH:12]=[CH:13][CH:14]=2)=[CH:5][C:4]=1[C:17]([F:18])([F:19])[F:20]. The yield is 0.950. (5) The reactants are [CH:1]([O:4][CH2:5][CH2:6][NH:7][S:8]([NH:11][C:12](=[O:38])[O:13][CH2:14][CH2:15][C:16]1[CH:21]=[CH:20][C:19]([O:22]COC)=[CH:18][C:17]=1[O:26][C:27]1[C:32]([Cl:33])=[CH:31][C:30]([C:34]([F:37])([F:36])[F:35])=[CH:29][N:28]=1)(=[O:10])=[O:9])([CH3:3])[CH3:2].Cl.CO.C(=O)([O-])O.[Na+]. No catalyst specified. The product is [CH:1]([O:4][CH2:5][CH2:6][NH:7][S:8]([NH:11][C:12](=[O:38])[O:13][CH2:14][CH2:15][C:16]1[CH:21]=[CH:20][C:19]([OH:22])=[CH:18][C:17]=1[O:26][C:27]1[C:32]([Cl:33])=[CH:31][C:30]([C:34]([F:35])([F:37])[F:36])=[CH:29][N:28]=1)(=[O:10])=[O:9])([CH3:3])[CH3:2]. The yield is 0.480. (6) The reactants are [NH2:1][C:2]1[N:7]=[CH:6][N:5]=[C:4]2[N:8]([C@@H:30]3[CH2:35][CH2:34][CH2:33][N:32]([C:36](=[O:40])[CH2:37][C:38]#[N:39])[CH2:31]3)[N:9]=[C:10]([C:11]3[CH:16]=[CH:15][C:14]([NH:17][C:18](=[O:29])[C:19]4[CH:24]=[CH:23][C:22]([C:25]([F:28])([F:27])[F:26])=[CH:21][CH:20]=4)=[CH:13][CH:12]=3)[C:3]=12.[CH:41]1([CH:44]=O)[CH2:43][CH2:42]1.N1CCCCC1. The catalyst is CO. The product is [NH2:1][C:2]1[N:7]=[CH:6][N:5]=[C:4]2[N:8]([C@@H:30]3[CH2:35][CH2:34][CH2:33][N:32]([C:36](=[O:40])[C:37]([C:38]#[N:39])=[CH:44][CH:41]4[CH2:43][CH2:42]4)[CH2:31]3)[N:9]=[C:10]([C:11]3[CH:12]=[CH:13][C:14]([NH:17][C:18](=[O:29])[C:19]4[CH:20]=[CH:21][C:22]([C:25]([F:28])([F:27])[F:26])=[CH:23][CH:24]=4)=[CH:15][CH:16]=3)[C:3]=12. The yield is 0.600. (7) The reactants are Cl.Cl.[F:3][C:4]([F:17])([F:16])[CH2:5][O:6][C:7]1[CH:8]=[CH:9][C:10]([C@H:13]([NH2:15])[CH3:14])=[N:11][CH:12]=1.[NH:18]1[C:22]2=[N:23][CH:24]=[CH:25][CH:26]=[C:21]2[C:20]([CH2:27][C:28](O)=[O:29])=[CH:19]1.C(Cl)CCl.ON1C2N=CC=CC=2N=N1.C(N(C(C)C)CC)(C)C. The catalyst is CN(C=O)C. The product is [NH:18]1[C:22]2=[N:23][CH:24]=[CH:25][CH:26]=[C:21]2[C:20]([CH2:27][C:28]([NH:15][C@@H:13]([C:10]2[CH:9]=[CH:8][C:7]([O:6][CH2:5][C:4]([F:3])([F:16])[F:17])=[CH:12][N:11]=2)[CH3:14])=[O:29])=[CH:19]1. The yield is 0.560.